This data is from hERG potassium channel inhibition data for cardiac toxicity prediction from Karim et al.. The task is: Regression/Classification. Given a drug SMILES string, predict its toxicity properties. Task type varies by dataset: regression for continuous values (e.g., LD50, hERG inhibition percentage) or binary classification for toxic/non-toxic outcomes (e.g., AMES mutagenicity, cardiotoxicity, hepatotoxicity). Dataset: herg_karim. The molecule is Cc1ncc(OC[C@@]2(c3cc(F)cc(F)c3)C[C@H]2C(=O)Nc2ccc(F)cn2)c(C)n1. The result is 1 (blocker).